This data is from Reaction yield outcomes from USPTO patents with 853,638 reactions. The task is: Predict the reaction yield, written as a fraction of the theoretical maximum amount of product (1.0 means a 100% yield; for example, 0.34 means a 34% yield). (1) The reactants are [Si:1]([O:8][CH2:9][CH:10]([C:12]1[CH:17]=[CH:16][C:15]([B:18]([OH:20])[OH:19])=[CH:14][CH:13]=1)C)([C:4]([CH3:7])([CH3:6])[CH3:5])([CH3:3])[CH3:2].Br[C:22]1C=CC(CC(O[Si](C(C)(C)C)(C)C)C)=CC=1. No catalyst specified. The product is [Si:1]([O:8][CH:9]([CH3:22])[CH2:10][C:12]1[CH:13]=[CH:14][C:15]([B:18]([OH:19])[OH:20])=[CH:16][CH:17]=1)([C:4]([CH3:5])([CH3:6])[CH3:7])([CH3:2])[CH3:3]. The yield is 0.540. (2) The reactants are [OH:1][CH2:2][CH2:3][CH2:4][C@H:5]([C:35]([O:37][C:38]([CH3:41])([CH3:40])[CH3:39])=[O:36])[CH2:6][C@@H:7]([C:28]([O:30][C:31]([CH3:34])([CH3:33])[CH3:32])=[O:29])[NH:8][C:9]([C:22]1[CH:27]=[CH:26][CH:25]=[CH:24][CH:23]=1)([C:16]1[CH:21]=[CH:20][CH:19]=[CH:18][CH:17]=1)[C:10]1[CH:15]=[CH:14][CH:13]=[CH:12][CH:11]=1.C(N(CC)CC)C.[N:49]1[C:58]2[C:53](=[CH:54][CH:55]=[CH:56][C:57]=2[S:59](Cl)(=[O:61])=[O:60])[CH:52]=[CH:51][CH:50]=1.O. The catalyst is ClCCl. The product is [N:49]1[C:58]2[C:53](=[CH:54][CH:55]=[CH:56][C:57]=2[S:59]([O:1][CH2:2][CH2:3][CH2:4][C@H:5]([C:35]([O:37][C:38]([CH3:41])([CH3:40])[CH3:39])=[O:36])[CH2:6][C@@H:7]([C:28]([O:30][C:31]([CH3:33])([CH3:34])[CH3:32])=[O:29])[NH:8][C:9]([C:10]2[CH:15]=[CH:14][CH:13]=[CH:12][CH:11]=2)([C:22]2[CH:27]=[CH:26][CH:25]=[CH:24][CH:23]=2)[C:16]2[CH:17]=[CH:18][CH:19]=[CH:20][CH:21]=2)(=[O:61])=[O:60])[CH:52]=[CH:51][CH:50]=1. The yield is 0.510.